Dataset: Full USPTO retrosynthesis dataset with 1.9M reactions from patents (1976-2016). Task: Predict the reactants needed to synthesize the given product. (1) Given the product [CH3:35][S:32]([C:29]1[CH:30]=[CH:31][C:26]([CH2:25][O:1][C:2]2[C:11]3[N:10]=[C:9]([NH:12][C:13](=[O:20])[C:14]4[CH:19]=[CH:18][CH:17]=[N:16][CH:15]=4)[N:8]4[CH2:21][CH2:22][N:23]=[C:7]4[C:6]=3[CH:5]=[CH:4][CH:3]=2)=[CH:27][CH:28]=1)(=[O:33])=[O:34], predict the reactants needed to synthesize it. The reactants are: [OH:1][C:2]1[C:11]2[N:10]=[C:9]([NH:12][C:13](=[O:20])[C:14]3[CH:19]=[CH:18][CH:17]=[N:16][CH:15]=3)[N:8]3[CH2:21][CH2:22][N:23]=[C:7]3[C:6]=2[CH:5]=[CH:4][CH:3]=1.Cl[CH2:25][C:26]1[CH:31]=[CH:30][C:29]([S:32]([CH3:35])(=[O:34])=[O:33])=[CH:28][CH:27]=1. (2) Given the product [O:16]=[C:7]1[C:8]([C:12]([F:15])([F:14])[F:13])=[CH:9][CH:10]=[CH:11][N:6]1[CH2:5][C:4]([NH:19][NH2:20])=[O:3], predict the reactants needed to synthesize it. The reactants are: C([O:3][C:4](=O)[CH2:5][N:6]1[CH:11]=[CH:10][CH:9]=[C:8]([C:12]([F:15])([F:14])[F:13])[C:7]1=[O:16])C.O.[NH2:19][NH2:20]. (3) Given the product [CH:62]1[C:63]2[CH:64]([CH2:66][O:67][C:68]([NH:70][C@H:71]([C:20]([NH:19][C@H:18]([C:17]([NH:16][C:8]3[C:9]4[CH:15]=[CH:14][CH:13]=[CH:12][C:10]=4[C:11]4[C@H:3]([CH2:2][Cl:1])[CH2:4][N:5]([C:39]([C:41]56[CH2:42][C:43]([C:46]([O:48][C:49]([CH3:50])([CH3:51])[CH3:52])=[O:47])([CH2:44]5)[CH2:45]6)=[O:40])[C:6]=4[CH:7]=3)=[O:38])[CH3:37])=[O:21])[CH:72]([CH3:74])[CH3:73])=[O:69])[C:65]3[C:57](=[CH:56][CH:55]=[CH:54][CH:53]=3)[C:58]=2[CH:59]=[CH:60][CH:61]=1, predict the reactants needed to synthesize it. The reactants are: [Cl:1][CH2:2][C@H:3]1[C:11]2[C:10]3[CH:12]=[CH:13][CH:14]=[CH:15][C:9]=3[C:8]([NH:16][C:17](=[O:38])[C@H:18]([CH3:37])[NH:19][C:20](OCC3C4C=CC=CC=4C4C3=CC=CC=4)=[O:21])=[CH:7][C:6]=2[N:5]([C:39]([C:41]23[CH2:45][C:43]([C:46]([O:48][C:49]([CH3:52])([CH3:51])[CH3:50])=[O:47])([CH2:44]2)[CH2:42]3)=[O:40])[CH2:4]1.[CH:53]1[C:65]2[CH:64]([CH2:66][O:67][C:68]([NH:70][C@H:71](C(O)=O)[CH:72]([CH3:74])[CH3:73])=[O:69])[C:63]3[C:58](=[CH:59][CH:60]=[CH:61][CH:62]=3)[C:57]=2[CH:56]=[CH:55][CH:54]=1.CN(C(ON1N=NC2C=CC=NC1=2)=[N+](C)C)C.F[P-](F)(F)(F)(F)F.